This data is from Full USPTO retrosynthesis dataset with 1.9M reactions from patents (1976-2016). The task is: Predict the reactants needed to synthesize the given product. The reactants are: [OH:1][B:2]1[C:6]2[CH:7]=[C:8]([O:11][C:12]3[CH:17]=[CH:16][CH:15]=[CH:14][CH:13]=3)[CH:9]=[CH:10][C:5]=2[CH:4]([CH2:18][S:19]([NH2:22])(=[O:21])=[O:20])[O:3]1.[C:23](OC(=O)C)(=[O:25])[CH3:24]. Given the product [OH:1][B:2]1[C:6]2[CH:7]=[C:8]([O:11][C:12]3[CH:13]=[CH:14][CH:15]=[CH:16][CH:17]=3)[CH:9]=[CH:10][C:5]=2[CH:4]([CH2:18][S:19]([NH:22][C:23](=[O:25])[CH3:24])(=[O:20])=[O:21])[O:3]1, predict the reactants needed to synthesize it.